Task: Regression. Given a peptide amino acid sequence and an MHC pseudo amino acid sequence, predict their binding affinity value. This is MHC class I binding data.. Dataset: Peptide-MHC class I binding affinity with 185,985 pairs from IEDB/IMGT (1) The binding affinity (normalized) is 0.0277. The MHC is HLA-A02:03 with pseudo-sequence HLA-A02:03. The peptide sequence is DTSPTKRCRL. (2) The peptide sequence is TDVTPNYADI. The binding affinity (normalized) is 0. The MHC is Mamu-B01 with pseudo-sequence Mamu-B01. (3) The peptide sequence is GSEVPGFCH. The MHC is HLA-B08:01 with pseudo-sequence HLA-B08:01. The binding affinity (normalized) is 0.0847. (4) The peptide sequence is RILQRALFM. The MHC is Mamu-B8701 with pseudo-sequence Mamu-B8701. The binding affinity (normalized) is 0. (5) The peptide sequence is IYLPIVHPF. The MHC is HLA-B15:17 with pseudo-sequence HLA-B15:17. The binding affinity (normalized) is 0.0847. (6) The peptide sequence is LLALLSCISV. The MHC is HLA-A02:01 with pseudo-sequence HLA-A02:01. The binding affinity (normalized) is 0.919. (7) The peptide sequence is LPNDRVLDI. The MHC is HLA-B54:01 with pseudo-sequence HLA-B54:01. The binding affinity (normalized) is 0.123.